The task is: Predict the reactants needed to synthesize the given product.. This data is from Full USPTO retrosynthesis dataset with 1.9M reactions from patents (1976-2016). (1) Given the product [C:25]([O:24][CH2:23][CH2:22][NH:21][C:20]([C:18]1[CH:17]=[CH:16][C:15]([F:30])=[C:14]([NH:13][C:11]([C:8]2[N:5]3[CH:6]=[CH:7][C:2]([C:40]4[CH:39]=[N:38][C:37]([O:36][CH2:35][CH2:34][CH2:33][N:32]([CH3:31])[CH3:52])=[CH:42][CH:41]=4)=[CH:3][C:4]3=[N:10][CH:9]=2)=[O:12])[CH:19]=1)=[O:29])([CH3:28])([CH3:27])[CH3:26], predict the reactants needed to synthesize it. The reactants are: Br[C:2]1[CH:7]=[CH:6][N:5]2[C:8]([C:11]([NH:13][C:14]3[CH:19]=[C:18]([C:20](=[O:29])[NH:21][CH2:22][CH2:23][O:24][C:25]([CH3:28])([CH3:27])[CH3:26])[CH:17]=[CH:16][C:15]=3[F:30])=[O:12])=[CH:9][N:10]=[C:4]2[CH:3]=1.[CH3:31][N:32]([CH3:52])[CH2:33][CH2:34][CH2:35][O:36][C:37]1[CH:42]=[CH:41][C:40](B2OC(C)(C)C(C)(C)O2)=[CH:39][N:38]=1.C(=O)([O-])[O-].[Cs+].[Cs+].C(Cl)Cl. (2) Given the product [CH2:17]([C:6]1[C:5]2[C:9](=[CH:10][C:2]([B:24]([OH:29])[OH:25])=[CH:3][CH:4]=2)[N:8]([C:11]2[CH:16]=[CH:15][CH:14]=[CH:13][CH:12]=2)[N:7]=1)[CH3:18], predict the reactants needed to synthesize it. The reactants are: Br[C:2]1[CH:10]=[C:9]2[C:5]([C:6]([CH2:17][CH3:18])=[N:7][N:8]2[C:11]2[CH:16]=[CH:15][CH:14]=[CH:13][CH:12]=2)=[CH:4][CH:3]=1.[Li]CCCC.[B:24](OCCC)([O:29]CCC)[O:25]CCC.